This data is from Forward reaction prediction with 1.9M reactions from USPTO patents (1976-2016). The task is: Predict the product of the given reaction. Given the reactants CC1C(=O)NC(=O)[N:4]([C@@H:10]2O[C@H:13]([CH2:15]O)[C@@H:12](N=[N+]=[N-])[CH2:11]2)C=1.[CH2:29]1[CH2:34][CH2:33][CH:32](N=C=N[CH:29]2[CH2:34][CH2:33][CH2:32][CH2:31][CH2:30]2)[CH2:31][CH2:30]1, predict the reaction product. The product is: [CH2:10]([NH2:4])[CH2:11][CH2:12][CH2:13][CH2:15][CH2:10][CH2:11][CH2:12][CH2:13][CH2:15][CH2:30][CH2:31][CH2:32][CH2:33][CH2:34][CH3:29].